From a dataset of Full USPTO retrosynthesis dataset with 1.9M reactions from patents (1976-2016). Predict the reactants needed to synthesize the given product. (1) The reactants are: C1(=O)[O:6][C@H:4]([CH3:5])[CH2:3]O1.[N:8]1[C:16]([NH2:17])=[C:15]2[C:11]([N:12]=[CH:13][NH:14]2)=[N:10][CH:9]=1.[OH-].[Na+]. Given the product [OH:6][C@H:4]([CH3:5])[CH2:3][N:12]1[CH:13]=[N:14][C:15]2[C:11]1=[N:10][CH:9]=[N:8][C:16]=2[NH2:17], predict the reactants needed to synthesize it. (2) Given the product [CH3:1][CH:2]([N:6]1[CH2:11][CH2:10][CH:9]([CH2:12][N:13]2[C:21]3[C:16](=[CH:17][CH:18]=[CH:19][CH:20]=3)[C:15]3([C:34]4[C:24](=[CH:25][C:26]5[O:31][CH2:30][CH2:29][O:28][C:27]=5[CH:33]=4)[O:23][CH2:22]3)[C:14]2=[O:44])[CH2:8][CH2:7]1)[CH3:4], predict the reactants needed to synthesize it. The reactants are: [CH3:1][C:2]([CH3:4])=O.Cl.[NH:6]1[CH2:11][CH2:10][CH:9]([CH2:12][N:13]2[C:21]3[C:16](=[CH:17][CH:18]=[CH:19][CH:20]=3)[C:15]3([C:34]4[C:24](=[CH:25][C:26]5[O:31][CH2:30][C:29](=O)[O:28][C:27]=5[CH:33]=4)[O:23][CH2:22]3)[CH2:14]2)[CH2:8][CH2:7]1.C(N(CC)CC)C.C(O[BH-](OC(=O)C)OC(=O)C)(=[O:44])C.[Na+].